This data is from Full USPTO retrosynthesis dataset with 1.9M reactions from patents (1976-2016). The task is: Predict the reactants needed to synthesize the given product. The reactants are: [NH:1]1[CH:5]=[C:4]([C:6]([OH:8])=O)[N:3]=[N:2]1.CCN(C(C)C)C(C)C.CN(C(ON1N=NC2C=CC=NC1=2)=[N+](C)C)C.F[P-](F)(F)(F)(F)F.[CH2:42]([O:44][C:45]([O:47][CH2:48][O:49][C:50](=[O:71])[C@@:51]([CH2:69][OH:70])([CH3:68])[CH2:52][C@H:53]([NH2:67])[CH2:54][C:55]1[CH:60]=[CH:59][C:58]([C:61]2[CH:66]=[CH:65][CH:64]=[CH:63][CH:62]=2)=[CH:57][CH:56]=1)=[O:46])[CH3:43]. Given the product [CH2:42]([O:44][C:45]([O:47][CH2:48][O:49][C:50](=[O:71])[C@@:51]([CH2:69][OH:70])([CH3:68])[CH2:52][C@H:53]([NH:67][C:6]([C:4]1[NH:3][N:2]=[N:1][CH:5]=1)=[O:8])[CH2:54][C:55]1[CH:56]=[CH:57][C:58]([C:61]2[CH:66]=[CH:65][CH:64]=[CH:63][CH:62]=2)=[CH:59][CH:60]=1)=[O:46])[CH3:43], predict the reactants needed to synthesize it.